The task is: Predict which catalyst facilitates the given reaction.. This data is from Catalyst prediction with 721,799 reactions and 888 catalyst types from USPTO. (1) Reactant: [N:1]1([C:7]([CH2:9][O:10][C:11]2[CH:16]=[CH:15][C:14]([C:17]([CH3:20])([CH3:19])[CH3:18])=[CH:13][C:12]=2[N+:21]([O-])=O)=[O:8])[CH2:6][CH2:5][O:4][CH2:3][CH2:2]1.CCO. Product: [N:1]1([C:7]([CH2:9][O:10][C:11]2[CH:16]=[CH:15][C:14]([C:17]([CH3:20])([CH3:19])[CH3:18])=[CH:13][C:12]=2[NH2:21])=[O:8])[CH2:6][CH2:5][O:4][CH2:3][CH2:2]1. The catalyst class is: 99. (2) Reactant: [CH3:1][O:2][C:3]1[CH:11]=[C:10]([NH:12][CH:13]([C:18]2[CH:22]=[C:21]([C:23]3[CH:28]=[CH:27][CH:26]=[CH:25][CH:24]=3)[O:20][C:19]=2[CH3:29])[CH2:14][CH:15]([CH3:17])[CH3:16])[CH:9]=[CH:8][C:4]=1C(O)=O.[CH3:30][NH:31][CH2:32][CH2:33][C:34]([O:36]CC)=[O:35].Cl.C(N=C=NCCCN(C)C)C.O.[OH:52][C:53]1C2N=NNC=2C=CC=1. Product: [CH3:1][O:2][C:3]1[CH:11]=[C:10]([NH:12][CH:13]([C:18]2[CH:22]=[C:21]([C:23]3[CH:28]=[CH:27][CH:26]=[CH:25][CH:24]=3)[O:20][C:19]=2[CH3:29])[CH2:14][CH:15]([CH3:16])[CH3:17])[CH:9]=[CH:8][C:4]=1[C:53]([N:31]([CH3:30])[CH2:32][CH2:33][C:34]([OH:36])=[O:35])=[O:52]. The catalyst class is: 842.